Dataset: Cav3 T-type calcium channel HTS with 100,875 compounds. Task: Binary Classification. Given a drug SMILES string, predict its activity (active/inactive) in a high-throughput screening assay against a specified biological target. (1) The compound is S(=O)(=O)(N(CC(=O)Nc1c(CC)cccc1)c1cc(OC)ccc1)C. The result is 0 (inactive). (2) The compound is S(CC(=O)Nc1c(OC)cccc1)c1n(nnn1)C. The result is 0 (inactive). (3) The compound is Fc1c(C(OC(=O)c2occc2)C(=O)NCC2OCCC2)cccc1. The result is 0 (inactive). (4) The drug is O=C(NCCCCc1ccccc1)C1C(CCCC1)C(O)=O. The result is 0 (inactive). (5) The compound is S(CC(=O)N1CCOCC1)c1n(c(nn1)COc1ccc(cc1)C)C. The result is 0 (inactive). (6) The drug is S(=O)(=O)(N(C)C)c1cc2n(OCc3c4c(oc(=O)c3)cc(cc4)CC)nnc2cc1. The result is 0 (inactive).